Dataset: Full USPTO retrosynthesis dataset with 1.9M reactions from patents (1976-2016). Task: Predict the reactants needed to synthesize the given product. (1) Given the product [Cl:1][C:2]1[C:3]2[N:4]([C:14]([C:15]([O:17][CH2:18][CH3:19])=[O:16])=[C:20]([CH3:21])[N:12]=2)[CH:5]=[C:6]([C:8]([F:11])([F:9])[F:10])[CH:7]=1, predict the reactants needed to synthesize it. The reactants are: [Cl:1][C:2]1[C:3]([NH2:12])=[N:4][CH:5]=[C:6]([C:8]([F:11])([F:10])[F:9])[CH:7]=1.Cl[CH:14]([C:20](=O)[CH3:21])[C:15]([O:17][CH2:18][CH3:19])=[O:16].C(=O)(O)[O-].[Na+]. (2) Given the product [Cl:8][C:6]1[CH:5]=[CH:4][C:3]([O:9][CH2:18][CH2:19][N:20]([CH3:22])[CH3:21])=[C:2]([NH2:1])[CH:7]=1, predict the reactants needed to synthesize it. The reactants are: [NH2:1][C:2]1[CH:7]=[C:6]([Cl:8])[CH:5]=[CH:4][C:3]=1[OH:9].C(=O)([O-])[O-].[K+].[K+].Cl.Cl[CH2:18][CH2:19][N:20]([CH3:22])[CH3:21]. (3) Given the product [Cl:1][C:2]1[C:3]([N:11]2[CH2:15][CH2:14][CH2:13][CH2:12]2)=[C:4]([CH:7]=[CH:8][CH:9]=1)[CH:5]=[O:6], predict the reactants needed to synthesize it. The reactants are: [Cl:1][C:2]1[C:3](F)=[C:4]([CH:7]=[CH:8][CH:9]=1)[CH:5]=[O:6].[NH:11]1[CH2:15][CH2:14][CH2:13][CH2:12]1. (4) Given the product [Cl:1][C:2]1[CH:7]=[C:6]([C:8]2[N:12]=[CH:11][N:10](/[CH:13]=[CH:14]\[C:15]3[O:17][CH:18]=[N:33][N:34]=3)[N:9]=2)[CH:5]=[C:4]([O:21][CH:22]([CH3:24])[CH3:23])[N:3]=1, predict the reactants needed to synthesize it. The reactants are: [Cl:1][C:2]1[CH:7]=[C:6]([C:8]2[N:12]=[CH:11][N:10](/[CH:13]=[CH:14]\[C:15]([O:17][CH:18](C)C)=O)[N:9]=2)[CH:5]=[C:4]([O:21][CH:22]([CH3:24])[CH3:23])[N:3]=1.ClC1C=C(C2N=C[N:34](/C=C\C(OC(C)C)=O)[N:33]=2)C=C(OC)N=1.